Dataset: Full USPTO retrosynthesis dataset with 1.9M reactions from patents (1976-2016). Task: Predict the reactants needed to synthesize the given product. (1) Given the product [ClH:42].[C:1]([C:5]1[CH:9]=[C:8]([NH:10][C:11]([NH:13][CH2:14][C:15]2[CH:20]=[C:19]([F:21])[CH:18]=[CH:17][C:16]=2[O:22][C:23]2[CH:24]=[C:25]3[C:29](=[CH:30][CH:31]=2)[N:28]([CH2:32][CH2:33][OH:34])[N:27]=[CH:26]3)=[O:12])[N:7]([C:35]2[CH:40]=[CH:39][C:38]([CH3:41])=[CH:37][CH:36]=2)[N:6]=1)([CH3:4])([CH3:3])[CH3:2], predict the reactants needed to synthesize it. The reactants are: [C:1]([C:5]1[CH:9]=[C:8]([NH:10][C:11]([NH:13][CH2:14][C:15]2[CH:20]=[C:19]([F:21])[CH:18]=[CH:17][C:16]=2[O:22][C:23]2[CH:24]=[C:25]3[C:29](=[CH:30][CH:31]=2)[N:28]([CH2:32][CH2:33][OH:34])[N:27]=[CH:26]3)=[O:12])[N:7]([C:35]2[CH:40]=[CH:39][C:38]([CH3:41])=[CH:37][CH:36]=2)[N:6]=1)([CH3:4])([CH3:3])[CH3:2].[ClH:42]. (2) The reactants are: [NH2:1][C:2]1[CH:7]=[C:6]([Cl:8])[N:5]=[C:4]([Cl:9])[CH:3]=1.S(=O)(=O)(O)O.[N+:15]([O-])([OH:17])=[O:16]. Given the product [Cl:9][C:4]1[CH:3]=[C:2]([NH:1][N+:15]([O-:17])=[O:16])[CH:7]=[C:6]([Cl:8])[N:5]=1, predict the reactants needed to synthesize it.